The task is: Regression/Classification. Given a drug SMILES string, predict its toxicity properties. Task type varies by dataset: regression for continuous values (e.g., LD50, hERG inhibition percentage) or binary classification for toxic/non-toxic outcomes (e.g., AMES mutagenicity, cardiotoxicity, hepatotoxicity). Dataset: ames.. This data is from Ames mutagenicity test results for genotoxicity prediction. (1) The compound is N/C(=N\OS(=O)(=O)O)c1ccccc1. The result is 0 (non-mutagenic). (2) The compound is C1COCOC1. The result is 1 (mutagenic). (3) The molecule is CC(C)OC1OC(=O)C(Cl)=C1Cl. The result is 1 (mutagenic). (4) The molecule is Nc1cccc2nc3cccc(N)c3nc12. The result is 0 (non-mutagenic). (5) The molecule is C=CCc1ccc(OC)c(OC)c1. The result is 0 (non-mutagenic).